Dataset: Forward reaction prediction with 1.9M reactions from USPTO patents (1976-2016). Task: Predict the product of the given reaction. (1) Given the reactants [CH3:1][C:2]1[CH:11]=[CH:10][C:9]2[C:4](=[C:5]([NH2:13])[C:6]([NH2:12])=[CH:7][CH:8]=2)[N:3]=1.[CH:14]([CH:16]=O)=O, predict the reaction product. The product is: [CH3:1][C:2]1[CH:11]=[CH:10][C:9]2[CH:8]=[CH:7][C:6]3[N:12]=[CH:16][CH:14]=[N:13][C:5]=3[C:4]=2[N:3]=1. (2) The product is: [CH2:30]([N:29]([CH2:41][CH3:42])[CH2:2][CH2:3][CH:4]1[CH2:6][CH:5]1[C:7]1[C:15]2[C:10](=[CH:11][CH:12]=[C:13]([C:16]#[N:17])[CH:14]=2)[N:9]([S:18]([C:21]2[CH:26]=[CH:25][C:24]([CH3:27])=[CH:23][CH:22]=2)(=[O:20])=[O:19])[CH:8]=1)[CH3:47]. Given the reactants O=[CH:2][CH2:3][CH:4]1[CH2:6][CH:5]1[C:7]1[C:15]2[C:10](=[CH:11][CH:12]=[C:13]([C:16]#[N:17])[CH:14]=2)[N:9]([S:18]([C:21]2[CH:26]=[CH:25][C:24]([CH3:27])=[CH:23][CH:22]=2)(=[O:20])=[O:19])[CH:8]=1.C[NH:29][CH3:30].C(O[BH-](O[C:41](=O)[CH3:42])OC(=O)C)(=O)C.[Na+].[OH-].[Na+].[CH2:47]1COCC1, predict the reaction product. (3) Given the reactants [NH2:1][C@@H:2]1[CH2:7][CH2:6][CH2:5][CH2:4][C@H:3]1[NH:8][C:9]1[C:10]2[N:11]([CH:18]=[CH:19][CH:20]=2)[N:12]=[CH:13][C:14]=1[C:15]([NH2:17])=[O:16].CCN(C(C)C)C(C)C.[C:30]([CH2:32][C:33](O)=[O:34])#[N:31].CN(C(ON1N=NC2C=CC=NC1=2)=[N+](C)C)C.F[P-](F)(F)(F)(F)F, predict the reaction product. The product is: [C:30]([CH2:32][C:33]([NH:1][C@@H:2]1[CH2:7][CH2:6][CH2:5][CH2:4][C@H:3]1[NH:8][C:9]1[C:10]2[N:11]([CH:18]=[CH:19][CH:20]=2)[N:12]=[CH:13][C:14]=1[C:15]([NH2:17])=[O:16])=[O:34])#[N:31]. (4) Given the reactants [NH2:1][C:2]1[CH:3]=[C:4]([C:9]([C:11]2[CH:12]=[N:13][CH:14]=[CH:15][CH:16]=2)=[O:10])[CH:5]=[C:6]([Br:8])[CH:7]=1.C(N(C(C)C)CC)(C)C.[C:26](Cl)(=[O:28])[CH3:27].O, predict the reaction product. The product is: [Br:8][C:6]1[CH:7]=[C:2]([NH:1][C:26](=[O:28])[CH3:27])[CH:3]=[C:4]([C:9]([C:11]2[CH:12]=[N:13][CH:14]=[CH:15][CH:16]=2)=[O:10])[CH:5]=1. (5) Given the reactants I[C:2]1[C:10]2[C:5](=[CH:6][CH:7]=[C:8]([C:11]3[S:12][C:13]([C:16]4[CH:21]=[CH:20][CH:19]=[CH:18][CH:17]=4)=[N:14][N:15]=3)[CH:9]=2)[N:4]([S:22]([C:25]2[CH:31]=[CH:30][C:28]([CH3:29])=[CH:27][CH:26]=2)(=[O:24])=[O:23])[CH:3]=1.[B:32]1(B2OC(C)(C)C(C)(C)O2)[O:36]C(C)(C)C(C)(C)[O:33]1.C([O-])(=O)C.[K+].C(Cl)Cl, predict the reaction product. The product is: [C:16]1([C:13]2[S:12][C:11]([C:8]3[CH:9]=[C:10]4[C:5](=[CH:6][CH:7]=3)[N:4]([S:22]([C:25]3[CH:26]=[CH:27][C:28]([CH3:29])=[CH:30][CH:31]=3)(=[O:24])=[O:23])[CH:3]=[C:2]4[B:32]([OH:36])[OH:33])=[N:15][N:14]=2)[CH:21]=[CH:20][CH:19]=[CH:18][CH:17]=1. (6) Given the reactants [F:1][C:2]1([F:13])[CH2:7][CH2:6][CH:5]([C:8](OCC)=[O:9])[CH2:4][CH2:3]1.Cl.[CH3:15][NH:16][O:17][CH3:18].C([Mg]Br)CC.[Cl-].[NH4+], predict the reaction product. The product is: [F:13][C:2]1([F:1])[CH2:3][CH2:4][CH:5]([C:8]([N:16]([O:17][CH3:18])[CH3:15])=[O:9])[CH2:6][CH2:7]1.